Dataset: NCI-60 drug combinations with 297,098 pairs across 59 cell lines. Task: Regression. Given two drug SMILES strings and cell line genomic features, predict the synergy score measuring deviation from expected non-interaction effect. (1) Drug 1: CC1C(C(CC(O1)OC2CC(CC3=C2C(=C4C(=C3O)C(=O)C5=C(C4=O)C(=CC=C5)OC)O)(C(=O)C)O)N)O.Cl. Drug 2: C1C(C(OC1N2C=NC3=C2NC=NCC3O)CO)O. Cell line: KM12. Synergy scores: CSS=13.5, Synergy_ZIP=-6.93, Synergy_Bliss=-5.72, Synergy_Loewe=-22.1, Synergy_HSA=-2.45. (2) Drug 1: CC1=C2C(C(=O)C3(C(CC4C(C3C(C(C2(C)C)(CC1OC(=O)C(C(C5=CC=CC=C5)NC(=O)OC(C)(C)C)O)O)OC(=O)C6=CC=CC=C6)(CO4)OC(=O)C)OC)C)OC. Drug 2: CC1C(C(CC(O1)OC2CC(CC3=C2C(=C4C(=C3O)C(=O)C5=CC=CC=C5C4=O)O)(C(=O)C)O)N)O. Cell line: RXF 393. Synergy scores: CSS=63.1, Synergy_ZIP=-4.89, Synergy_Bliss=-6.34, Synergy_Loewe=-1.31, Synergy_HSA=-0.0898. (3) Drug 1: C(=O)(N)NO. Drug 2: CCC1(C2=C(COC1=O)C(=O)N3CC4=CC5=C(C=CC(=C5CN(C)C)O)N=C4C3=C2)O.Cl. Cell line: HCC-2998. Synergy scores: CSS=45.1, Synergy_ZIP=-2.79, Synergy_Bliss=1.26, Synergy_Loewe=5.36, Synergy_HSA=6.35. (4) Drug 1: CN1CCC(CC1)COC2=C(C=C3C(=C2)N=CN=C3NC4=C(C=C(C=C4)Br)F)OC. Drug 2: CN1C(=O)N2C=NC(=C2N=N1)C(=O)N. Cell line: EKVX. Synergy scores: CSS=8.68, Synergy_ZIP=0.797, Synergy_Bliss=-4.47, Synergy_Loewe=-48.2, Synergy_HSA=-8.47. (5) Drug 1: C1=CC(=CC=C1C#N)C(C2=CC=C(C=C2)C#N)N3C=NC=N3. Drug 2: CCN(CC)CCCC(C)NC1=C2C=C(C=CC2=NC3=C1C=CC(=C3)Cl)OC. Cell line: HL-60(TB). Synergy scores: CSS=17.4, Synergy_ZIP=0.949, Synergy_Bliss=0.447, Synergy_Loewe=6.69, Synergy_HSA=3.83. (6) Drug 1: C1=C(C(=O)NC(=O)N1)N(CCCl)CCCl. Drug 2: CC1CCCC2(C(O2)CC(NC(=O)CC(C(C(=O)C(C1O)C)(C)C)O)C(=CC3=CSC(=N3)C)C)C. Cell line: SNB-19. Synergy scores: CSS=16.9, Synergy_ZIP=7.11, Synergy_Bliss=8.43, Synergy_Loewe=7.26, Synergy_HSA=8.15. (7) Cell line: KM12. Drug 2: CC(C1=C(C=CC(=C1Cl)F)Cl)OC2=C(N=CC(=C2)C3=CN(N=C3)C4CCNCC4)N. Drug 1: C1=C(C(=O)NC(=O)N1)F. Synergy scores: CSS=48.3, Synergy_ZIP=-13.2, Synergy_Bliss=-14.5, Synergy_Loewe=-8.52, Synergy_HSA=-6.10. (8) Drug 1: CC1=C(C(=O)C2=C(C1=O)N3CC4C(C3(C2COC(=O)N)OC)N4)N. Drug 2: COCCOC1=C(C=C2C(=C1)C(=NC=N2)NC3=CC=CC(=C3)C#C)OCCOC.Cl. Cell line: NCI-H226. Synergy scores: CSS=4.22, Synergy_ZIP=-3.81, Synergy_Bliss=0.975, Synergy_Loewe=-12.0, Synergy_HSA=-4.36.